Dataset: Orexin1 receptor HTS with 218,158 compounds and 233 confirmed actives. Task: Binary Classification. Given a drug SMILES string, predict its activity (active/inactive) in a high-throughput screening assay against a specified biological target. The result is 0 (inactive). The molecule is s1c(nc(c2cc3c(oc2=O)c(OC)ccc3)c1)CCn1nc(cc1C)C.